Dataset: Reaction yield outcomes from USPTO patents with 853,638 reactions. Task: Predict the reaction yield, written as a fraction of the theoretical maximum amount of product (1.0 means a 100% yield; for example, 0.34 means a 34% yield). (1) The reactants are [NH2:1][C@H:2]([CH:22]([CH3:24])[CH3:23])[C:3]([N:5]1[CH2:10][CH2:9][C:8]([C:15]2[CH:20]=[CH:19][C:18]([Cl:21])=[CH:17][CH:16]=2)([C:11]([O:13][CH3:14])=[O:12])[CH2:7][CH2:6]1)=[O:4].[C:25](Cl)(=[O:32])[C:26]1[CH:31]=[CH:30][CH:29]=[CH:28][CH:27]=1.C(N(C(C)C)C(C)C)C. The catalyst is C(Cl)Cl. The product is [C:25]([NH:1][C@H:2]([CH:22]([CH3:24])[CH3:23])[C:3]([N:5]1[CH2:10][CH2:9][C:8]([C:15]2[CH:16]=[CH:17][C:18]([Cl:21])=[CH:19][CH:20]=2)([C:11]([O:13][CH3:14])=[O:12])[CH2:7][CH2:6]1)=[O:4])(=[O:32])[C:26]1[CH:31]=[CH:30][CH:29]=[CH:28][CH:27]=1. The yield is 0.910. (2) The yield is 0.720. The reactants are [F:1][C:2]1[CH:36]=[C:35]([N+:37]([O-])=O)[CH:34]=[CH:33][C:3]=1[O:4][C:5]1[CH:10]=[CH:9][N:8]=[C:7]2[CH:11]=[C:12]([C:14]3[CH:15]=[C:16]([CH:30]=[CH:31][CH:32]=3)[CH2:17][N:18]([CH2:26][CH2:27][O:28][CH3:29])[C:19](=[O:25])[O:20][C:21]([CH3:24])([CH3:23])[CH3:22])[S:13][C:6]=12.[BH4-].[Na+].Cl. The product is [NH2:37][C:35]1[CH:34]=[CH:33][C:3]([O:4][C:5]2[CH:10]=[CH:9][N:8]=[C:7]3[CH:11]=[C:12]([C:14]4[CH:15]=[C:16]([CH:30]=[CH:31][CH:32]=4)[CH2:17][N:18]([CH2:26][CH2:27][O:28][CH3:29])[C:19](=[O:25])[O:20][C:21]([CH3:24])([CH3:23])[CH3:22])[S:13][C:6]=23)=[C:2]([F:1])[CH:36]=1. The catalyst is C1COCC1.CO.Cl[Ni]Cl. (3) The catalyst is CO.O. The reactants are [CH3:1][NH:2][C:3]([C:5]1[C:13]2[C:8](=[CH:9][CH:10]=[C:11]([C:14]([O:16]C)=[O:15])[CH:12]=2)[NH:7][N:6]=1)=[O:4].O.[OH-].[Li+]. The product is [CH3:1][NH:2][C:3]([C:5]1[C:13]2[C:8](=[CH:9][CH:10]=[C:11]([C:14]([OH:16])=[O:15])[CH:12]=2)[NH:7][N:6]=1)=[O:4]. The yield is 0.940.